Regression. Given a peptide amino acid sequence and an MHC pseudo amino acid sequence, predict their binding affinity value. This is MHC class II binding data. From a dataset of Peptide-MHC class II binding affinity with 134,281 pairs from IEDB. (1) The peptide sequence is RAMFVEDIAMGYVVS. The MHC is DRB3_0101 with pseudo-sequence DRB3_0101. The binding affinity (normalized) is 0.651. (2) The peptide sequence is DMTPADALDDFDL. The MHC is HLA-DQA10301-DQB10301 with pseudo-sequence HLA-DQA10301-DQB10301. The binding affinity (normalized) is 0. (3) The peptide sequence is FIKVRQYDQILIEICGKKAIGTV. The MHC is HLA-DQA10103-DQB10603 with pseudo-sequence HLA-DQA10103-DQB10603. The binding affinity (normalized) is 0.261. (4) The peptide sequence is KMDKLELKGMSYAMC. The MHC is DRB1_0404 with pseudo-sequence DRB1_0404. The binding affinity (normalized) is 0.322. (5) The peptide sequence is EKKYFAATQFRPLAA. The MHC is HLA-DQA10101-DQB10501 with pseudo-sequence HLA-DQA10101-DQB10501. The binding affinity (normalized) is 0.349.